From a dataset of NCI-60 drug combinations with 297,098 pairs across 59 cell lines. Regression. Given two drug SMILES strings and cell line genomic features, predict the synergy score measuring deviation from expected non-interaction effect. (1) Drug 1: CC1=C(C=C(C=C1)NC(=O)C2=CC=C(C=C2)CN3CCN(CC3)C)NC4=NC=CC(=N4)C5=CN=CC=C5. Drug 2: C(=O)(N)NO. Cell line: OVCAR-5. Synergy scores: CSS=-1.94, Synergy_ZIP=1.90, Synergy_Bliss=2.57, Synergy_Loewe=-3.63, Synergy_HSA=-2.18. (2) Drug 1: CC1=C(C=C(C=C1)NC2=NC=CC(=N2)N(C)C3=CC4=NN(C(=C4C=C3)C)C)S(=O)(=O)N.Cl. Drug 2: COCCOC1=C(C=C2C(=C1)C(=NC=N2)NC3=CC=CC(=C3)C#C)OCCOC.Cl. Cell line: SK-MEL-28. Synergy scores: CSS=2.73, Synergy_ZIP=1.13, Synergy_Bliss=3.88, Synergy_Loewe=0.328, Synergy_HSA=0.963.